Dataset: KCNQ2 potassium channel screen with 302,405 compounds. Task: Binary Classification. Given a drug SMILES string, predict its activity (active/inactive) in a high-throughput screening assay against a specified biological target. The drug is O(C1(CCCCC1)c1nc(nc(c1)c1ccccc1)N)C. The result is 0 (inactive).